This data is from Catalyst prediction with 721,799 reactions and 888 catalyst types from USPTO. The task is: Predict which catalyst facilitates the given reaction. (1) Reactant: [NH2:1][C:2]1[N:6]=[CH:5][NH:4][N:3]=1.[C:7]([N+:11]#[C-:12])([CH3:10])([CH3:9])[CH3:8].[CH:13](=O)[CH3:14]. Product: [C:7]([NH:11][C:12]1[N:3]2[NH:4][CH:5]=[N:6][C:2]2=[N:1][C:13]=1[CH3:14])([CH3:10])([CH3:9])[CH3:8]. The catalyst class is: 519. (2) Reactant: [CH2:1]([O:3][C:4](=[O:17])[C:5]1[CH:10]=[CH:9][C:8]([NH:11][C:12]2[S:13][CH:14]=[CH:15][N:16]=2)=[CH:7][CH:6]=1)[CH3:2].[Br:18]Br. Product: [CH2:1]([O:3][C:4](=[O:17])[C:5]1[CH:6]=[CH:7][C:8]([NH:11][C:12]2[S:13][C:14]([Br:18])=[CH:15][N:16]=2)=[CH:9][CH:10]=1)[CH3:2]. The catalyst class is: 3. (3) Reactant: [Cl:1][CH2:2][C:3]([C:5]1[CH:6]=[CH:7][C:8]2[O:13][CH2:12][C:11](=[O:14])[NH:10][C:9]=2[CH:15]=1)=O.FC(F)(F)C(O)=O.C([SiH](CC)CC)C. Product: [Cl:1][CH2:2][CH2:3][C:5]1[CH:6]=[CH:7][C:8]2[O:13][CH2:12][C:11](=[O:14])[NH:10][C:9]=2[CH:15]=1. The catalyst class is: 6.